This data is from Forward reaction prediction with 1.9M reactions from USPTO patents (1976-2016). The task is: Predict the product of the given reaction. (1) Given the reactants [O:1]1[C:5]2[CH:6]=[CH:7][CH:8]=[CH:9][C:4]=2[C:3]([CH2:10]O)=[CH:2]1.P(Br)(Br)[Br:13], predict the reaction product. The product is: [Br:13][CH2:10][C:3]1[C:4]2[CH:9]=[CH:8][CH:7]=[CH:6][C:5]=2[O:1][CH:2]=1. (2) Given the reactants Br[CH:2]([C:6]1[C:15]2[C:10](=[CH:11][CH:12]=[CH:13][CH:14]=2)[C:9]([C:16]2[C:17]([CH3:24])=[C:18]([OH:23])[CH:19]=[CH:20][C:21]=2[CH3:22])=[N:8][CH:7]=1)[CH2:3][CH2:4][CH3:5].[CH3:25][CH2:26][OH:27], predict the reaction product. The product is: [CH2:26]([O:27][CH:2]([C:6]1[C:15]2[C:10](=[CH:11][CH:12]=[CH:13][CH:14]=2)[C:9]([C:16]2[C:17]([CH3:24])=[C:18]([OH:23])[CH:19]=[CH:20][C:21]=2[CH3:22])=[N:8][CH:7]=1)[CH2:3][CH2:4][CH3:5])[CH3:25]. (3) Given the reactants [CH3:1][C:2]1[CH:7]=[CH:6][C:5]([S:8]([NH:11][C:12](=[O:15])[CH:13]=[CH2:14])(=[O:10])=[O:9])=[CH:4][CH:3]=1.[Cl:16][C:17]1[CH:18]=[C:19]([CH:27]=[CH:28][C:29]=1[Cl:30])[O:20][CH:21]1[CH2:26][CH2:25][NH:24][CH2:23][CH2:22]1.[OH-].[Na+], predict the reaction product. The product is: [Cl:16][C:17]1[CH:18]=[C:19]([CH:27]=[CH:28][C:29]=1[Cl:30])[O:20][CH:21]1[CH2:26][CH2:25][N:24]([CH2:14][CH2:13][C:12]([NH:11][S:8]([C:5]2[CH:6]=[CH:7][C:2]([CH3:1])=[CH:3][CH:4]=2)(=[O:10])=[O:9])=[O:15])[CH2:23][CH2:22]1. (4) Given the reactants [CH2:1]([O:8][C@H:9]1[C@H:14]([O:15][CH2:16][C:17]2[CH:22]=[CH:21][CH:20]=[CH:19][CH:18]=2)[C@@H:13]([O:23][CH2:24][C:25]2[CH:30]=[CH:29][CH:28]=[CH:27][CH:26]=2)[C@@:12]([C:33]2[CH:38]=[CH:37][C:36]([Cl:39])=[C:35]([CH2:40][C:41]3[CH:46]=[CH:45][C:44]([O:47][CH3:48])=[C:43]([F:49])[C:42]=3[F:50])[CH:34]=2)([O:31][CH3:32])[O:11][C@@H:10]1[CH2:51][O:52][Si](C)(C)C)[C:2]1[CH:7]=[CH:6][CH:5]=[CH:4][CH:3]=1.C(Cl)(=O)C, predict the reaction product. The product is: [CH2:1]([O:8][C@H:9]1[C@H:14]([O:15][CH2:16][C:17]2[CH:18]=[CH:19][CH:20]=[CH:21][CH:22]=2)[C@@H:13]([O:23][CH2:24][C:25]2[CH:30]=[CH:29][CH:28]=[CH:27][CH:26]=2)[C@@:12]([C:33]2[CH:38]=[CH:37][C:36]([Cl:39])=[C:35]([CH2:40][C:41]3[CH:46]=[CH:45][C:44]([O:47][CH3:48])=[C:43]([F:49])[C:42]=3[F:50])[CH:34]=2)([O:31][CH3:32])[O:11][C@@H:10]1[CH2:51][OH:52])[C:2]1[CH:7]=[CH:6][CH:5]=[CH:4][CH:3]=1. (5) Given the reactants [CH3:1][O:2][CH2:3][CH2:4][NH:5][C:6]1[N:11]=[CH:10][C:9]([CH:12]([CH3:16])[C:13]([OH:15])=O)=[CH:8][CH:7]=1.CCN=C=NCCCN(C)C.Cl.C1C=CC2N(O)N=NC=2C=1.CCN(C(C)C)C(C)C.[Cl:48][C:49]1[CH:50]=[C:51]([N:55]2[C:59]([CH2:60][NH2:61])=[CH:58][C:57]([C:62]([F:65])([F:64])[F:63])=[N:56]2)[CH:52]=[CH:53][CH:54]=1, predict the reaction product. The product is: [Cl:48][C:49]1[CH:50]=[C:51]([N:55]2[C:59]([CH2:60][NH:61][C:13](=[O:15])[CH:12]([C:9]3[CH:10]=[N:11][C:6]([NH:5][CH2:4][CH2:3][O:2][CH3:1])=[CH:7][CH:8]=3)[CH3:16])=[CH:58][C:57]([C:62]([F:63])([F:64])[F:65])=[N:56]2)[CH:52]=[CH:53][CH:54]=1. (6) Given the reactants [N+:1]([C:4]1[CH:5]=[C:6]([CH2:10][S:11]([NH:14][CH2:15][B:16]([OH:18])[OH:17])(=[O:13])=[O:12])[CH:7]=[CH:8][CH:9]=1)([O-])=O.[OH:19][C:20]([C:23]([OH:26])([CH3:25])[CH3:24])([CH3:22])[CH3:21].[ClH:27], predict the reaction product. The product is: [ClH:27].[NH2:1][C:4]1[CH:5]=[C:6]([CH2:10][S:11]([NH:14][CH2:15][B:16]([OH:18])[OH:17])(=[O:13])=[O:12])[CH:7]=[CH:8][CH:9]=1.[OH:19][C:20]([C:23]([OH:26])([CH3:25])[CH3:24])([CH3:22])[CH3:21].